The task is: Predict which catalyst facilitates the given reaction.. This data is from Catalyst prediction with 721,799 reactions and 888 catalyst types from USPTO. (1) Reactant: [CH3:1][O:2][C:3](=[O:31])[C@H:4]([CH2:16][C:17]1[CH:22]=[CH:21][C:20]([C:23]2[CH:28]=[CH:27][CH:26]=[CH:25][C:24]=2[CH:29]=[O:30])=[CH:19][CH:18]=1)[NH:5][C:6](=[O:15])[C:7]1[C:12]([Cl:13])=[CH:11][CH:10]=[CH:9][C:8]=1[Cl:14].[O-:32][Mn](=O)(=O)=O.[K+]. Product: [CH3:1][O:2][C:3](=[O:31])[C@H:4]([CH2:16][C:17]1[CH:22]=[CH:21][C:20]([C:23]2[CH:28]=[CH:27][CH:26]=[CH:25][C:24]=2[C:29]([OH:32])=[O:30])=[CH:19][CH:18]=1)[NH:5][C:6](=[O:15])[C:7]1[C:8]([Cl:14])=[CH:9][CH:10]=[CH:11][C:12]=1[Cl:13]. The catalyst class is: 95. (2) Reactant: [CH3:1][C:2]1[N:3]=[CH:4][N:5]([C:7]2[CH:12]=[CH:11][C:10]([N+:13]([O-])=O)=[CH:9][CH:8]=2)[CH:6]=1.O.O.Cl[Sn]Cl.[OH-].[K+]. Product: [CH3:1][C:2]1[N:3]=[CH:4][N:5]([C:7]2[CH:12]=[CH:11][C:10]([NH2:13])=[CH:9][CH:8]=2)[CH:6]=1. The catalyst class is: 8. (3) Reactant: [OH:1][C:2]1[C:3]([CH3:18])=[C:4]2[C:9](=[C:10]([CH3:13])[C:11]=1[CH3:12])[O:8][C:7]([CH3:17])([C:14]([OH:16])=O)[CH2:6][CH2:5]2.C1N=CN(C(N2C=NC=C2)=O)C=1.[NH:31]1[CH2:36][CH2:35][CH2:34][CH2:33][CH2:32]1. Product: [OH:1][C:2]1[C:3]([CH3:18])=[C:4]2[C:9](=[C:10]([CH3:13])[C:11]=1[CH3:12])[O:8][C:7]([C:14]([N:31]1[CH2:36][CH2:35][CH2:34][CH2:33][CH2:32]1)=[O:16])([CH3:17])[CH2:6][CH2:5]2. The catalyst class is: 1. (4) Reactant: [OH:1][C:2]1[C:7]([C:8](=[O:12])[CH:9]([CH3:11])[CH3:10])=[CH:6][N:5]=[C:4]2[S:13][C:14]([C:17]3[CH:22]=[CH:21][C:20]([NH:23][C:24](=[O:28])[CH:25]([CH3:27])[CH3:26])=[CH:19][CH:18]=3)=[C:15]([CH3:16])[C:3]=12.C(=O)([O-])[O-].[K+].[K+].[F:35][C:36]1[CH:43]=[CH:42][CH:41]=[C:40]([F:44])[C:37]=1[CH2:38]Br. Product: [F:35][C:36]1[CH:43]=[CH:42][CH:41]=[C:40]([F:44])[C:37]=1[CH2:38][N:5]1[CH:6]=[C:7]([C:8](=[O:12])[CH:9]([CH3:11])[CH3:10])[C:2](=[O:1])[C:3]2[C:15]([CH3:16])=[C:14]([C:17]3[CH:18]=[CH:19][C:20]([NH:23][C:24](=[O:28])[CH:25]([CH3:27])[CH3:26])=[CH:21][CH:22]=3)[S:13][C:4]1=2. The catalyst class is: 9. (5) Reactant: Br[C:2]1[CH:3]=[C:4]2[C:8](=[CH:9][CH:10]=1)[N:7]([CH3:11])[C:6](=[O:12])[CH2:5]2.[B:13]1([B:13]2[O:17][C:16]([CH3:19])([CH3:18])[C:15]([CH3:21])([CH3:20])[O:14]2)[O:17][C:16]([CH3:19])([CH3:18])[C:15]([CH3:21])([CH3:20])[O:14]1.C([O-])(=O)C.[K+].ClCCl. The catalyst class is: 16. Product: [CH3:11][N:7]1[C:8]2[C:4](=[CH:3][C:2]([B:13]3[O:17][C:16]([CH3:19])([CH3:18])[C:15]([CH3:21])([CH3:20])[O:14]3)=[CH:10][CH:9]=2)[CH2:5][C:6]1=[O:12]. (6) Product: [CH3:26][CH:24]([S:21]([NH:20][C@H:17]1[CH2:18][CH2:19][C@H:14]([CH2:13][NH:12][C:10](=[S:11])[NH:9][C:1](=[O:8])[C:2]2[CH:7]=[CH:6][CH:5]=[CH:4][CH:3]=2)[CH2:15][CH2:16]1)(=[O:23])=[O:22])[CH3:25]. Reactant: [C:1]([N:9]=[C:10]=[S:11])(=[O:8])[C:2]1[CH:7]=[CH:6][CH:5]=[CH:4][CH:3]=1.[NH2:12][CH2:13][C@H:14]1[CH2:19][CH2:18][C@H:17]([NH:20][S:21]([CH:24]([CH3:26])[CH3:25])(=[O:23])=[O:22])[CH2:16][CH2:15]1. The catalyst class is: 1.